Dataset: Reaction yield outcomes from USPTO patents with 853,638 reactions. Task: Predict the reaction yield, written as a fraction of the theoretical maximum amount of product (1.0 means a 100% yield; for example, 0.34 means a 34% yield). The yield is 0.430. The product is [O:17]1[CH2:18][CH2:19][O:20][CH:16]1[CH2:15][CH2:14][N:13]1[C:3](=[O:2])[C:4]2[C:5](=[CH:6][CH:7]=[CH:8][CH:9]=2)[NH:10][C:11]1=[O:12]. The catalyst is [OH-].[Na+].C(O)C.O. The reactants are C[O:2][C:3](=O)[C:4]1[CH:9]=[CH:8][CH:7]=[CH:6][C:5]=1[NH:10][C:11]([NH:13][CH2:14][CH2:15][CH:16]1[O:20][CH2:19][CH2:18][O:17]1)=[O:12].